This data is from Catalyst prediction with 721,799 reactions and 888 catalyst types from USPTO. The task is: Predict which catalyst facilitates the given reaction. (1) Reactant: [NH2:1][C:2]([NH2:4])=[S:3].[BrH:5].O[CH:7]([C:9]1[CH:14]=[CH:13][CH:12]=[CH:11][C:10]=1[O:15][C:16]1[C:21]([CH:22](O)[CH3:23])=[CH:20][CH:19]=[CH:18][CH:17]=1)[CH3:8].CCOCC. Product: [BrH:5].[BrH:5].[C:2]([S:3][CH:7]([C:9]1[CH:14]=[CH:13][CH:12]=[CH:11][C:10]=1[O:15][C:16]1[CH:17]=[CH:18][CH:19]=[CH:20][C:21]=1[CH:22]([S:3][C:2](=[NH:1])[NH2:4])[CH3:23])[CH3:8])(=[NH:4])[NH2:1]. The catalyst class is: 6. (2) Reactant: C[N:2]1[CH:6]=[CH:5][N:4]=[C:3]1[CH2:7][N:8]([CH2:17][CH2:18][C:19]1[CH:24]=[CH:23][C:22]([S:25](=[O:28])(=[O:27])[NH2:26])=[CH:21][CH:20]=1)[CH2:9][C:10]([O:12]C(C)(C)C)=[O:11]. Product: [C:10]([CH2:9][N:8]([CH2:7][C:3]1[N:2]([CH2:9][C:10]([OH:12])=[O:11])[CH:6]=[CH:5][N:4]=1)[CH2:17][CH2:18][C:19]1[CH:24]=[CH:23][C:22]([S:25](=[O:27])(=[O:28])[NH2:26])=[CH:21][CH:20]=1)([OH:12])=[O:11]. The catalyst class is: 157. (3) Reactant: [C:1]1([C:30]2[CH:35]=[CH:34][CH:33]=[CH:32][CH:31]=2)[CH:6]=[CH:5][C:4]([CH2:7][N:8]2[C:16](=[O:17])[C:15]([C:18]([NH:20][CH2:21][C:22]([O:24]C(C)(C)C)=[O:23])=[O:19])=[C:14]([OH:29])[CH2:13][C:9]32[CH2:12][O:11][CH2:10]3)=[CH:3][CH:2]=1.FC(F)(F)C(O)=O. Product: [C:1]1([C:30]2[CH:31]=[CH:32][CH:33]=[CH:34][CH:35]=2)[CH:2]=[CH:3][C:4]([CH2:7][N:8]2[C:16](=[O:17])[C:15]([C:18]([NH:20][CH2:21][C:22]([OH:24])=[O:23])=[O:19])=[C:14]([OH:29])[CH2:13][C:9]32[CH2:10][O:11][CH2:12]3)=[CH:5][CH:6]=1. The catalyst class is: 22. (4) Reactant: Br[C:2]1[CH:7]=[C:6]([F:8])[C:5]([CH3:9])=[CH:4][C:3]=1[C:10]([O:13][CH2:14][O:15][CH2:16][CH3:17])([CH3:12])[CH3:11].[B:18]1([B:18]2[O:22][C:21]([CH3:24])([CH3:23])[C:20]([CH3:26])([CH3:25])[O:19]2)[O:22][C:21]([CH3:24])([CH3:23])[C:20]([CH3:26])([CH3:25])[O:19]1.CC([O-])=O.[K+].O. Product: [CH2:16]([O:15][CH2:14][O:13][C:10]([C:3]1[CH:4]=[C:5]([CH3:9])[C:6]([F:8])=[CH:7][C:2]=1[B:18]1[O:22][C:21]([CH3:24])([CH3:23])[C:20]([CH3:26])([CH3:25])[O:19]1)([CH3:12])[CH3:11])[CH3:17]. The catalyst class is: 75.